Dataset: Peptide-MHC class I binding affinity with 185,985 pairs from IEDB/IMGT. Task: Regression. Given a peptide amino acid sequence and an MHC pseudo amino acid sequence, predict their binding affinity value. This is MHC class I binding data. (1) The peptide sequence is LILFLLFVCI. The MHC is HLA-A02:01 with pseudo-sequence HLA-A02:01. The binding affinity (normalized) is 0.380. (2) The peptide sequence is VSVTDVTL. The MHC is Mamu-A01 with pseudo-sequence Mamu-A01. The binding affinity (normalized) is 0.378. (3) The MHC is HLA-A11:01 with pseudo-sequence HLA-A11:01. The peptide sequence is LLMHLVSLY. The binding affinity (normalized) is 0.819. (4) The peptide sequence is RARKRGITM. The MHC is HLA-A03:01 with pseudo-sequence HLA-A03:01. The binding affinity (normalized) is 0.0847. (5) The peptide sequence is RTADIGACM. The MHC is HLA-A29:02 with pseudo-sequence HLA-A29:02. The binding affinity (normalized) is 0.0847. (6) The peptide sequence is FLILPQAKK. The MHC is HLA-A25:01 with pseudo-sequence HLA-A25:01. The binding affinity (normalized) is 0.0847. (7) The peptide sequence is EVRIPVDLV. The MHC is HLA-A02:03 with pseudo-sequence HLA-A02:03. The binding affinity (normalized) is 0. (8) The peptide sequence is NAKIAARIL. The MHC is HLA-A02:03 with pseudo-sequence HLA-A02:03. The binding affinity (normalized) is 0.0860.